Dataset: Peptide-MHC class I binding affinity with 185,985 pairs from IEDB/IMGT. Task: Regression. Given a peptide amino acid sequence and an MHC pseudo amino acid sequence, predict their binding affinity value. This is MHC class I binding data. (1) The peptide sequence is VIYQYMDDL. The MHC is HLA-B35:01 with pseudo-sequence HLA-B35:01. The binding affinity (normalized) is 0. (2) The peptide sequence is TIGEAFEW. The MHC is Mamu-B52 with pseudo-sequence Mamu-B52. The binding affinity (normalized) is 0.661. (3) The peptide sequence is KLSSTNQLR. The MHC is HLA-A02:01 with pseudo-sequence HLA-A02:01. The binding affinity (normalized) is 0. (4) The peptide sequence is KTPVIVVPV. The MHC is Mamu-B01 with pseudo-sequence Mamu-B01. The binding affinity (normalized) is 0.0470. (5) The peptide sequence is KLLPVHYYM. The MHC is HLA-B07:02 with pseudo-sequence HLA-B07:02. The binding affinity (normalized) is 0.0847. (6) The peptide sequence is VQLDWQGDY. The MHC is HLA-B08:01 with pseudo-sequence HLA-B08:01. The binding affinity (normalized) is 0.0847. (7) The peptide sequence is AETESATLF. The MHC is HLA-A26:01 with pseudo-sequence HLA-A26:01. The binding affinity (normalized) is 0.0847. (8) The peptide sequence is NTINVELSL. The binding affinity (normalized) is 0.101. The MHC is HLA-B38:01 with pseudo-sequence HLA-B38:01. (9) The peptide sequence is NWDWGVFFK. The MHC is HLA-A33:01 with pseudo-sequence HLA-A33:01. The binding affinity (normalized) is 0.393. (10) The peptide sequence is ALFSGVSWVM. The MHC is HLA-A02:17 with pseudo-sequence HLA-A02:17. The binding affinity (normalized) is 0.396.